The task is: Predict the reaction yield, written as a fraction of the theoretical maximum amount of product (1.0 means a 100% yield; for example, 0.34 means a 34% yield).. This data is from Reaction yield outcomes from USPTO patents with 853,638 reactions. (1) The reactants are [Br:1][C:2]1[CH:3]=[C:4]([C:29]([O-:31])=[O:30])[C:5]2[C:6]([CH2:19][NH:20][C@@H:21]3[CH:26]4[CH2:27][CH2:28][N:23]([CH2:24][CH2:25]4)[CH2:22]3)=[N:7][N:8](COCC[Si](C)(C)C)[C:9]=2[CH:10]=1.[Li+].Cl. The catalyst is CC(O)C. The product is [Br:1][C:2]1[CH:3]=[C:4]([C:29]([OH:31])=[O:30])[C:5]2[C:6]([CH2:19][NH:20][C@@H:21]3[CH:26]4[CH2:25][CH2:24][N:23]([CH2:28][CH2:27]4)[CH2:22]3)=[N:7][NH:8][C:9]=2[CH:10]=1. The yield is 0.400. (2) The reactants are [CH2:1]([N:3]1[CH2:8][CH2:7][CH:6]([CH2:9][N:10]2[C:18]3[C:13](=[CH:14][CH:15]=[CH:16][CH:17]=3)[C:12]3([CH2:22][O:21][C:20]4[CH:23]=[C:24]5[C:28](=[CH:29][C:19]3=4)[CH2:27][CH2:26][O:25]5)[C:11]2=[O:30])[CH2:5][CH2:4]1)[CH3:2].[ClH:31]. The catalyst is CO. The product is [ClH:31].[CH2:1]([N:3]1[CH2:8][CH2:7][CH:6]([CH2:9][N:10]2[C:18]3[C:13](=[CH:14][CH:15]=[CH:16][CH:17]=3)[C:12]3([CH2:22][O:21][C:20]4[CH:23]=[C:24]5[C:28](=[CH:29][C:19]3=4)[CH2:27][CH2:26][O:25]5)[C:11]2=[O:30])[CH2:5][CH2:4]1)[CH3:2]. The yield is 1.00. (3) The reactants are [Cl:1][C:2]1[N:11]=[C:10]([NH:12][CH2:13][CH2:14][CH3:15])[C:9]2[C:4](=[CH:5][CH:6]=[CH:7][CH:8]=2)[N:3]=1.[CH3:16][C:17]1[CH:21]=[C:20]([CH3:22])[NH:19][N:18]=1. The catalyst is C(#N)C. The product is [ClH:1].[CH3:16][C:17]1[CH:21]=[C:20]([CH3:22])[N:19]([C:2]2[N:11]=[C:10]([NH:12][CH2:13][CH2:14][CH3:15])[C:9]3[C:4](=[CH:5][CH:6]=[CH:7][CH:8]=3)[N:3]=2)[N:18]=1. The yield is 0.510. (4) The reactants are [C:1]([C:5]1[CH:6]=[C:7]([CH:11]=[CH:12][C:13]=1[OH:14])[C:8]([OH:10])=[O:9])([CH3:4])([CH3:3])[CH3:2].[OH-].[Na+].[I-:17].[Na+].Cl[O-].[Na+].S([O-])([O-])(=O)=S.[Na+].[Na+]. The catalyst is CO. The product is [C:1]([C:5]1[CH:6]=[C:7]([CH:11]=[C:12]([I:17])[C:13]=1[OH:14])[C:8]([OH:10])=[O:9])([CH3:4])([CH3:2])[CH3:3]. The yield is 0.750. (5) The reactants are [CH2:1]([O:5][C:6]1[N:14]=[C:13]2[C:9]([N:10]=[C:11](Br)[N:12]2[C:15]2[CH:16]=[N:17][C:18]([O:21][CH2:22][CH2:23][CH2:24][CH2:25][OH:26])=[CH:19][CH:20]=2)=[C:8]([NH2:28])[N:7]=1)[CH2:2][CH2:3][CH3:4].[OH-:29].[Na+].[CH3:31]O. No catalyst specified. The product is [CH2:1]([O:5][C:6]1[N:14]=[C:13]2[C:9]([N:10]=[C:11]([O:29][CH3:31])[N:12]2[C:15]2[CH:16]=[N:17][C:18]([O:21][CH2:22][CH2:23][CH2:24][CH2:25][OH:26])=[CH:19][CH:20]=2)=[C:8]([NH2:28])[N:7]=1)[CH2:2][CH2:3][CH3:4]. The yield is 0.990.